Dataset: Reaction yield outcomes from USPTO patents with 853,638 reactions. Task: Predict the reaction yield, written as a fraction of the theoretical maximum amount of product (1.0 means a 100% yield; for example, 0.34 means a 34% yield). (1) The reactants are F[B-](F)(F)F.[F:6][S:7]([F:19])([F:18])([F:17])([F:16])[C:8]1[CH:13]=[CH:12][C:11]([N+]#N)=[CH:10][CH:9]=1.[CH3:20][C:21]1[CH:28]=[CH:27][C:24]([CH:25]=[CH2:26])=[CH:23][CH:22]=1. The catalyst is C(O)C.C([O-])(=O)C.[Pd+2].C([O-])(=O)C. The product is [CH3:20][C:21]1[CH:28]=[CH:27][C:24](/[CH:25]=[CH:26]/[C:11]2[CH:12]=[CH:13][C:8]([S:7]([F:19])([F:18])([F:17])([F:16])[F:6])=[CH:9][CH:10]=2)=[CH:23][CH:22]=1. The yield is 0.820. (2) The reactants are [CH:1]1[C:10]2[C:5](=[CH:6][CH:7]=[CH:8][CH:9]=2)[CH:4]=[CH:3][C:2]=1[OH:11].[C:25]1(P([C:25]2[CH:30]=[CH:29][CH:28]=[CH:27][CH:26]=2)[C:25]2[CH:30]=[CH:29][CH:28]=[CH:27][CH:26]=2)[CH:30]=[CH:29][CH:28]=[CH:27][CH:26]=1.O1[CH2:35][CH2:34][CH2:33][CH2:32]1.[N:36]([C:44]([O:46][CH:47]([CH3:49])C)=[O:45])=[N:36][C:44]([O:46][CH:47](C)[CH3:49])=[O:45].[CH2:50](Cl)Cl. No catalyst specified. The product is [CH2:1]1[CH:10]2[CH:5]([CH2:6][CH2:7][CH2:8][CH2:9]2)[CH2:4][CH2:3][CH:2]1[O:11][C:29]1[CH:30]=[C:25]2[C:26](=[CH:27][CH:28]=1)[CH:35]=[C:34]([C@:49]1([CH3:50])[CH2:47][O:46][C:44](=[O:45])[NH:36]1)[CH:33]=[CH:32]2. The yield is 0.380. (3) The reactants are C(OC([N:8]1[CH2:13][CH2:12][CH:11]([CH2:14][C:15](=[O:42])[NH:16][CH2:17][CH:18]2[CH2:23][CH2:22][CH:21]([C:24]([N:26]3[CH2:35][C:34]4[CH:33]=[N:32][N:31]([CH3:36])[C:30]=4[NH:29][C:28]4[CH:37]=[C:38]([CH3:41])[CH:39]=[CH:40][C:27]3=4)=[O:25])[CH2:20][CH2:19]2)[CH2:10][CH2:9]1)=O)(C)(C)C.[ClH:43].O1CCOCC1. No catalyst specified. The product is [ClH:43].[CH3:36][N:31]1[C:30]2[NH:29][C:28]3[CH:37]=[C:38]([CH3:41])[CH:39]=[CH:40][C:27]=3[N:26]([C:24]([CH:21]3[CH2:20][CH2:19][CH:18]([CH2:17][NH:16][C:15](=[O:42])[CH2:14][CH:11]4[CH2:10][CH2:9][NH:8][CH2:13][CH2:12]4)[CH2:23][CH2:22]3)=[O:25])[CH2:35][C:34]=2[CH:33]=[N:32]1. The yield is 0.930. (4) The reactants are [C:1]([O:4][C@H:5]1[C@H:10]([CH2:11][CH:12]=[CH2:13])[CH2:9][C@H:8]2[C@H:14]3[C@H:23]([CH2:24][CH2:25][C@:6]12[CH3:7])[C:22]1[CH:21]=[CH:20][C:19]([O:26][CH2:27][C:28]2[CH:33]=[CH:32][CH:31]=[CH:30][CH:29]=2)=[CH:18][C:17]=1[CH2:16][CH2:15]3)(=[O:3])[CH3:2].B.C1C[O:38]CC1.C[N+]([O-])(C)C.O. The catalyst is COCCOCCOC.C1COCC1. The product is [C:1]([O:4][C@H:5]1[C@H:10]([CH2:11][CH2:12][CH2:13][OH:38])[CH2:9][C@H:8]2[C@H:14]3[C@H:23]([CH2:24][CH2:25][C@:6]12[CH3:7])[C:22]1[CH:21]=[CH:20][C:19]([O:26][CH2:27][C:28]2[CH:33]=[CH:32][CH:31]=[CH:30][CH:29]=2)=[CH:18][C:17]=1[CH2:16][CH2:15]3)(=[O:3])[CH3:2]. The yield is 0.810. (5) The reactants are [N:1]([CH:4]1[C:10]2=[N:11][CH:12]=[CH:13][CH:14]=[C:9]2[CH2:8][CH2:7][CH2:6][CH2:5]1)=[N+]=[N-]. The yield is 0.880. The product is [N:11]1[CH:12]=[CH:13][CH:14]=[C:9]2[CH2:8][CH2:7][CH2:6][CH2:5][CH:4]([NH2:1])[C:10]=12. The catalyst is CO.[Pd]. (6) The reactants are F[C:2]1[CH:7]=[CH:6][C:5]([C:8]2[O:9][C:10]([C:13]3[C:14]([C:19]4[CH:24]=[CH:23][CH:22]=[CH:21][CH:20]=4)=[N:15][O:16][C:17]=3[CH3:18])=[N:11][N:12]=2)=[C:4]([O:25][CH3:26])[CH:3]=1.[NH2:27][CH:28]1[CH2:33][CH2:32][O:31][CH2:30][CH2:29]1.C(N(CC)C(C)C)(C)C. No catalyst specified. The product is [CH3:26][O:25][C:4]1[CH:3]=[C:2]([NH:27][CH:28]2[CH2:33][CH2:32][O:31][CH2:30][CH2:29]2)[CH:7]=[CH:6][C:5]=1[C:8]1[O:9][C:10]([C:13]2[C:14]([C:19]3[CH:24]=[CH:23][CH:22]=[CH:21][CH:20]=3)=[N:15][O:16][C:17]=2[CH3:18])=[N:11][N:12]=1. The yield is 0.300.